The task is: Predict the reactants needed to synthesize the given product.. This data is from Full USPTO retrosynthesis dataset with 1.9M reactions from patents (1976-2016). Given the product [NH2:43][C:45]([C:6]1[N:7]=[C:8]([C:27]2[CH:32]=[CH:31][CH:30]=[CH:29][CH:28]=2)[CH:9]=[C:4]2[C:11]([CH:14]3[CH2:15][CH2:16][N:17]([C:20]([O:22][C:23]([CH3:24])([CH3:26])[CH3:25])=[O:21])[CH2:18][CH2:19]3)=[N:12][NH:13][C:5]=12)=[O:46], predict the reactants needed to synthesize it. The reactants are: NC([C:4]1[CH:9]=[C:8](Br)[N:7]=[C:6]2[C:11]([CH:14]3[CH2:19][CH2:18][N:17]([C:20]([O:22][C:23]([CH3:26])([CH3:25])[CH3:24])=[O:21])[CH2:16][CH2:15]3)=[N:12][NH:13][C:5]=12)=O.[C:27]1(B(O)O)[CH:32]=[CH:31][CH:30]=[CH:29][CH:28]=1.C([O-])([O-])=O.[K+].[K+].C[N:43]([CH:45]=[O:46])C.